From a dataset of NCI-60 drug combinations with 297,098 pairs across 59 cell lines. Regression. Given two drug SMILES strings and cell line genomic features, predict the synergy score measuring deviation from expected non-interaction effect. (1) Drug 1: C1=CC(=CC=C1CCC2=CNC3=C2C(=O)NC(=N3)N)C(=O)NC(CCC(=O)O)C(=O)O. Drug 2: C1=NC2=C(N=C(N=C2N1C3C(C(C(O3)CO)O)O)F)N. Cell line: SF-539. Synergy scores: CSS=40.1, Synergy_ZIP=3.20, Synergy_Bliss=1.76, Synergy_Loewe=-20.4, Synergy_HSA=1.93. (2) Drug 1: COC1=C(C=C2C(=C1)N=CN=C2NC3=CC(=C(C=C3)F)Cl)OCCCN4CCOCC4. Synergy scores: CSS=37.5, Synergy_ZIP=-5.29, Synergy_Bliss=-0.913, Synergy_Loewe=-26.2, Synergy_HSA=0.153. Drug 2: CC1=C(C(=CC=C1)Cl)NC(=O)C2=CN=C(S2)NC3=CC(=NC(=N3)C)N4CCN(CC4)CCO. Cell line: LOX IMVI. (3) Drug 1: C1=CN(C(=O)N=C1N)C2C(C(C(O2)CO)O)O.Cl. Drug 2: C1CN(P(=O)(OC1)NCCCl)CCCl. Cell line: SNB-19. Synergy scores: CSS=30.4, Synergy_ZIP=-2.60, Synergy_Bliss=1.18, Synergy_Loewe=-40.8, Synergy_HSA=1.01. (4) Drug 1: CC1=C(C=C(C=C1)C(=O)NC2=CC(=CC(=C2)C(F)(F)F)N3C=C(N=C3)C)NC4=NC=CC(=N4)C5=CN=CC=C5. Drug 2: C1CCC(C(C1)N)N.C(=O)(C(=O)[O-])[O-].[Pt+4]. Cell line: HS 578T. Synergy scores: CSS=5.81, Synergy_ZIP=-2.07, Synergy_Bliss=-1.32, Synergy_Loewe=-1.67, Synergy_HSA=-1.70. (5) Drug 1: C1CCC(C1)C(CC#N)N2C=C(C=N2)C3=C4C=CNC4=NC=N3. Drug 2: CC1CCC2CC(C(=CC=CC=CC(CC(C(=O)C(C(C(=CC(C(=O)CC(OC(=O)C3CCCCN3C(=O)C(=O)C1(O2)O)C(C)CC4CCC(C(C4)OC)O)C)C)O)OC)C)C)C)OC. Cell line: SR. Synergy scores: CSS=75.5, Synergy_ZIP=12.0, Synergy_Bliss=7.84, Synergy_Loewe=8.78, Synergy_HSA=9.44. (6) Drug 1: C1CCC(CC1)NC(=O)N(CCCl)N=O. Drug 2: C1CN(CCN1C(=O)CCBr)C(=O)CCBr. Cell line: PC-3. Synergy scores: CSS=21.8, Synergy_ZIP=-7.47, Synergy_Bliss=1.97, Synergy_Loewe=0.506, Synergy_HSA=2.27.